The task is: Regression. Given a peptide amino acid sequence and an MHC pseudo amino acid sequence, predict their binding affinity value. This is MHC class I binding data.. This data is from Peptide-MHC class I binding affinity with 185,985 pairs from IEDB/IMGT. (1) The peptide sequence is QLVESGGGL. The MHC is HLA-A24:02 with pseudo-sequence HLA-A24:02. The binding affinity (normalized) is 0. (2) The peptide sequence is TAFTIPST. The MHC is HLA-A30:01 with pseudo-sequence HLA-A30:01. The binding affinity (normalized) is 0.147. (3) The peptide sequence is ELIDVLKTR. The MHC is HLA-A31:01 with pseudo-sequence HLA-A31:01. The binding affinity (normalized) is 0.394. (4) The peptide sequence is WTDVKPNY. The MHC is Mamu-A02 with pseudo-sequence Mamu-A02. The binding affinity (normalized) is 0.312.